Task: Predict the product of the given reaction.. Dataset: Forward reaction prediction with 1.9M reactions from USPTO patents (1976-2016) (1) Given the reactants Br[C:2]1[C:3]2[S:31][CH:30]=[C:29]([CH2:32][CH2:33][CH2:34][CH2:35][CH2:36][CH2:37][CH2:38][CH2:39][CH2:40][CH2:41][CH2:42][CH2:43][CH3:44])[C:4]=2[S:5][C:6]=1[C:7]1[S:11][C:10]2[C:12]([CH2:15][CH2:16][CH2:17][CH2:18][CH2:19][CH2:20][CH2:21][CH2:22][CH2:23][CH2:24][CH2:25][CH2:26][CH3:27])=[CH:13][S:14][C:9]=2[C:8]=1Br.[CH2:45]([Li])CCC.Cl[Si:51](Cl)([CH2:60][CH2:61][CH2:62][CH2:63][CH2:64][CH2:65][CH3:66])[CH2:52][CH2:53][CH2:54][CH2:55][CH2:56][CH2:57][CH2:58][CH3:59], predict the reaction product. The product is: [CH2:52]([Si:51]1([CH2:60][CH2:61][CH2:62][CH2:63][CH2:64][CH2:65][CH2:66][CH3:45])[C:8]2[C:9]3[S:14][CH:13]=[C:12]([CH2:15][CH2:16][CH2:17][CH2:18][CH2:19][CH2:20][CH2:21][CH2:22][CH2:23][CH2:24][CH2:25][CH2:26][CH3:27])[C:10]=3[S:11][C:7]=2[C:6]2[S:5][C:4]3[C:29]([CH2:32][CH2:33][CH2:34][CH2:35][CH2:36][CH2:37][CH2:38][CH2:39][CH2:40][CH2:41][CH2:42][CH2:43][CH3:44])=[CH:30][S:31][C:3]=3[C:2]1=2)[CH2:53][CH2:54][CH2:55][CH2:56][CH2:57][CH2:58][CH3:59]. (2) Given the reactants [CH3:1][S:2][C:3]1[CH:8]=[CH:7][CH:6]=[C:5]([N+:9]([O-])=O)[C:4]=1[OH:12].B1([O-])O[O:14]1.O.O.O.O.[Na+].C(=O)(O)[O-].[Na+], predict the reaction product. The product is: [NH2:9][C:5]1[CH:6]=[CH:7][CH:8]=[C:3]([S:2]([CH3:1])=[O:14])[C:4]=1[OH:12]. (3) The product is: [C:1]([O:5][C:6]([N:8]1[C:12](=[O:13])[CH2:11][CH2:10][CH:9]1[C:14]([O:16][CH2:17][C:18]1[CH:23]=[CH:22][CH:21]=[CH:20][CH:19]=1)=[O:15])=[O:7])([CH3:4])([CH3:2])[CH3:3]. Given the reactants [C:1]([O:5][C:6]([N:8]1[C:12](=[O:13])[CH2:11][CH2:10][C@H:9]1[C:14]([OH:16])=[O:15])=[O:7])([CH3:4])([CH3:3])[CH3:2].[CH2:17](Br)[C:18]1[CH:23]=[CH:22][CH:21]=[CH:20][CH:19]=1.C(=O)([O-])[O-].[K+].[K+], predict the reaction product. (4) Given the reactants [NH2:1][C:2]1[CH:7]=[CH:6][C:5]([OH:8])=[C:4]([F:9])[CH:3]=1.C(=O)([O-])O.[Na+].Cl[C:16]([O:18][CH2:19][C:20]1[CH:25]=[CH:24][CH:23]=[CH:22][CH:21]=1)=[O:17].Cl, predict the reaction product. The product is: [F:9][C:4]1[CH:3]=[C:2]([NH:1][C:16](=[O:17])[O:18][CH2:19][C:20]2[CH:25]=[CH:24][CH:23]=[CH:22][CH:21]=2)[CH:7]=[CH:6][C:5]=1[OH:8]. (5) The product is: [CH3:1][C:2]1[S:3][C:4]([CH2:7][CH2:8][NH2:9])=[CH:5][CH:6]=1. Given the reactants [CH3:1][C:2]1[S:3][C:4]([CH:7]=[CH:8][N+:9]([O-])=O)=[CH:5][CH:6]=1.[H-].[Al+3].[Li+].[H-].[H-].[H-].O.C(C(C(C([O-])=O)O)O)([O-])=O.[Na+].[K+], predict the reaction product. (6) Given the reactants [CH:1]([C:5]1[CH:23]=[CH:22][C:8]2[C:9]3([OH:21])[C:18](=[O:19])[C:17]4[C:12](=[CH:13][CH:14]=[CH:15][CH:16]=4)[C:10]3([OH:20])[O:11][C:7]=2[CH:6]=1)([CH2:3]C)[CH3:2].[C:24]([OH:27])(=O)[CH3:25].N1C=CC=C[CH:29]=1.C1C[O:37][CH2:36][CH2:35]1, predict the reaction product. The product is: [C:36]([O:11][C:7]1[CH:6]=[C:5]([C:1]([CH3:2])([CH3:29])[CH3:3])[CH:23]=[CH:22][C:8]=1[C:9]1([O:21][C:24](=[O:27])[CH3:25])[C:18](=[O:19])[C:17]2[C:12](=[CH:13][CH:14]=[CH:15][CH:16]=2)[C:10]1=[O:20])(=[O:37])[CH3:35].